Dataset: M1 muscarinic receptor antagonist screen with 61,756 compounds. Task: Binary Classification. Given a drug SMILES string, predict its activity (active/inactive) in a high-throughput screening assay against a specified biological target. (1) The compound is O=C1N(CCN(CC)C1=O)CC(=O)Nc1cc(ccc1)C. The result is 0 (inactive). (2) The drug is Clc1cc(S(=O)(=O)N2CCCC2)ccc1F. The result is 0 (inactive). (3) The molecule is O(CCN1CCCC1)CCOc1cc(OCC)ccc1. The result is 0 (inactive). (4) The molecule is n1(\N=C\c2ccc(cc2)C)c(nnc1C)C. The result is 0 (inactive). (5) The compound is s1c2c(CCC2)c2c1ncn(c2=O)CC(OCC)=O. The result is 0 (inactive). (6) The molecule is Clc1c(CS\C(=N\CC=C)NC#N)cccc1. The result is 0 (inactive).